This data is from Forward reaction prediction with 1.9M reactions from USPTO patents (1976-2016). The task is: Predict the product of the given reaction. (1) Given the reactants [CH2:1]([O:8][C:9]1[C:10]([O:34][CH3:35])=[CH:11][C:12]2[C:18](=[O:19])[N:17]3[CH2:20][C:21](=[O:23])[CH2:22][CH:16]3[C:15](=[O:24])[N:14]([CH2:25][O:26][CH2:27][CH2:28][Si:29]([CH3:32])([CH3:31])[CH3:30])[C:13]=2[CH:33]=1)[C:2]1[CH:7]=[CH:6][CH:5]=[CH:4][CH:3]=1.N1C(C)=CC=CC=1C.[S:44](O[S:44]([C:47]([F:50])([F:49])[F:48])(=[O:46])=[O:45])([C:47]([F:50])([F:49])[F:48])(=[O:46])=[O:45], predict the reaction product. The product is: [CH2:1]([O:8][C:9]1[C:10]([O:34][CH3:35])=[CH:11][C:12]2[C:18](=[O:19])[N:17]3[CH:20]=[C:21]([O:23][S:44]([C:47]([F:50])([F:49])[F:48])(=[O:46])=[O:45])[CH2:22][CH:16]3[C:15](=[O:24])[N:14]([CH2:25][O:26][CH2:27][CH2:28][Si:29]([CH3:30])([CH3:31])[CH3:32])[C:13]=2[CH:33]=1)[C:2]1[CH:3]=[CH:4][CH:5]=[CH:6][CH:7]=1. (2) Given the reactants [Br:1][C:2]1[CH:7]=[CH:6][CH:5]=[CH:4][C:3]=1[S:8]([N:11]1[CH2:16][CH2:15][CH2:14][CH:13]([NH:17]C(=O)OC(C)(C)C)[CH2:12]1)(=[O:10])=[O:9].[ClH:25].CCOCC, predict the reaction product. The product is: [ClH:25].[Br:1][C:2]1[CH:7]=[CH:6][CH:5]=[CH:4][C:3]=1[S:8]([N:11]1[CH2:16][CH2:15][CH2:14][CH:13]([NH2:17])[CH2:12]1)(=[O:10])=[O:9]. (3) The product is: [N:9]1[CH:10]=[C:6]([CH2:5][N:4]([CH:1]([CH3:3])[CH3:2])[C:19]2[CH:24]=[CH:23][CH:22]=[C:21]([NH2:25])[CH:20]=2)[NH:7][CH:8]=1. Given the reactants [CH:1]([N:4]([C:19]1[CH:24]=[CH:23][CH:22]=[C:21]([N+:25]([O-])=O)[CH:20]=1)[CH2:5][C:6]1[N:7](COCC[Si](C)(C)C)[CH:8]=[N:9][CH:10]=1)([CH3:3])[CH3:2], predict the reaction product. (4) The product is: [CH3:17][O:18][CH2:19][C:20](=[O:26])[C:21](=[N:1][NH:10][C:9]1[CH:11]=[CH:12][CH:13]=[C:7]([C:6]([F:14])([F:15])[F:5])[CH:8]=1)[C:22]([O:24][CH3:25])=[O:23]. Given the reactants [N:1]([O-])=O.[Na+].[F:5][C:6]([F:15])([F:14])[C:7]1[CH:8]=[C:9]([CH:11]=[CH:12][CH:13]=1)[NH2:10].Cl.[CH3:17][O:18][CH2:19][C:20](=[O:26])[CH2:21][C:22]([O:24][CH3:25])=[O:23].CC([O-])=O.[Na+], predict the reaction product. (5) Given the reactants I[C:2]1[CH:7]=[CH:6][C:5]([N:8]2[CH2:13][CH2:12][C:11]3[C:14]([C:34]([F:37])([F:36])[F:35])=[N:15][N:16]([C:17]4[CH:31]=[CH:30][C:29]([O:32][CH3:33])=[CH:28][C:18]=4[C:19]([NH:21][C:22]4[CH:23]=[N:24][CH:25]=[CH:26][CH:27]=4)=[O:20])[C:10]=3[C:9]2=[O:38])=[CH:4][CH:3]=1.[H][H], predict the reaction product. The product is: [CH3:33][O:32][C:29]1[CH:30]=[CH:31][C:17]([N:16]2[C:10]3[C:9](=[O:38])[N:8]([C:5]4[CH:6]=[CH:7][CH:2]=[CH:3][CH:4]=4)[CH2:13][CH2:12][C:11]=3[C:14]([C:34]([F:36])([F:35])[F:37])=[N:15]2)=[C:18]([CH:28]=1)[C:19]([NH:21][C:22]1[CH:23]=[N:24][CH:25]=[CH:26][CH:27]=1)=[O:20]. (6) Given the reactants [CH3:1][O:2][C:3]1[CH:4]=[C:5]([CH:18]=[CH:19][CH:20]=1)[O:6][CH2:7][C:8]1[N:9](C2CCCO2)[CH:10]=[CH:11][N:12]=1.C([O-])(O)=O.[Na+], predict the reaction product. The product is: [CH3:1][O:2][C:3]1[CH:4]=[C:5]([CH:18]=[CH:19][CH:20]=1)[O:6][CH2:7][C:8]1[NH:12][CH:11]=[CH:10][N:9]=1.